Dataset: Full USPTO retrosynthesis dataset with 1.9M reactions from patents (1976-2016). Task: Predict the reactants needed to synthesize the given product. (1) The reactants are: [N+]([O-])([O-])=O.[Na+].N[C:7]1[CH:16]=[CH:15][C:10]([C:11]([O:13][CH3:14])=[O:12])=[C:9]([Cl:17])[CH:8]=1.C(O)(=O)C.[S:22](=[O:24])=[O:23].[ClH:25]. Given the product [Cl:17][C:9]1[CH:8]=[C:7]([S:22]([Cl:25])(=[O:24])=[O:23])[CH:16]=[CH:15][C:10]=1[C:11]([O:13][CH3:14])=[O:12], predict the reactants needed to synthesize it. (2) Given the product [CH3:1][C:2]1[N:7]=[C:6]2[S:8][C:9]3[CH:15]=[CH:14][CH:13]=[CH:12][CH2:11][C:10]=3[C:5]2=[C:4]([C:16]2[CH:17]=[CH:18][C:19]([CH3:22])=[CH:20][CH:21]=2)[C:3]=1[CH:23]([CH2:28][CH2:29][CH3:30])[C:24]([OH:26])=[O:25], predict the reactants needed to synthesize it. The reactants are: [CH3:1][C:2]1[N:7]=[C:6]2[S:8][C:9]3[CH:15]=[CH:14][CH:13]=[CH:12][CH2:11][C:10]=3[C:5]2=[C:4]([C:16]2[CH:21]=[CH:20][C:19]([CH3:22])=[CH:18][CH:17]=2)[C:3]=1[CH:23]([CH2:28][CH2:29][CH3:30])[C:24]([O:26]C)=[O:25].[OH-].[Na+]. (3) Given the product [Cl:1][C:2]1[CH:18]=[CH:17][C:5]([O:6][C:7]2[N:12]=[CH:11][C:10]([CH:13]([NH:25][S@@:23]([C:20]([CH3:22])([CH3:21])[CH3:19])=[O:24])[CH3:14])=[CH:9][C:8]=2[CH3:16])=[CH:4][CH:3]=1, predict the reactants needed to synthesize it. The reactants are: [Cl:1][C:2]1[CH:18]=[CH:17][C:5]([O:6][C:7]2[N:12]=[CH:11][C:10]([C:13](=O)[CH3:14])=[CH:9][C:8]=2[CH3:16])=[CH:4][CH:3]=1.[CH3:19][C:20]([S@:23]([NH2:25])=[O:24])([CH3:22])[CH3:21]. (4) Given the product [CH:23]1([N:28]2[C:29]3[N:30]=[C:31]([S:37][CH3:38])[N:32]=[CH:33][C:34]=3[CH:35]=[C:13]([CH2:12][C:11]([OH:20])=[O:19])[C:14]2=[O:16])[CH2:24][CH2:25][CH2:26][CH2:27]1, predict the reactants needed to synthesize it. The reactants are: [Li+].C[Si]([N-][Si](C)(C)C)(C)C.[C:11]([O:20]CC)(=[O:19])[CH2:12][CH2:13][C:14]([O:16]CC)=O.[CH:23]1([NH:28][C:29]2[C:34]([CH:35]=O)=[CH:33][N:32]=[C:31]([S:37][CH3:38])[N:30]=2)[CH2:27][CH2:26][CH2:25][CH2:24]1.Cl. (5) Given the product [N:18]1([C:2]2[N:3]=[CH:4][C:5]([C:8]([OH:10])=[O:9])=[N:6][CH:7]=2)[CH:22]=[N:21][CH:20]=[N:19]1, predict the reactants needed to synthesize it. The reactants are: Cl[C:2]1[N:3]=[CH:4][C:5]([C:8]([O:10]C)=[O:9])=[N:6][CH:7]=1.C([O-])([O-])=O.[K+].[K+].[NH:18]1[CH:22]=[N:21][CH:20]=[N:19]1.Cl.